Dataset: Reaction yield outcomes from USPTO patents with 853,638 reactions. Task: Predict the reaction yield, written as a fraction of the theoretical maximum amount of product (1.0 means a 100% yield; for example, 0.34 means a 34% yield). The reactants are S(Cl)(Cl)=O.[Br:5][C:6]1[S:10][C:9]2=[N:11][C:12]([C:14]([OH:16])=O)=[CH:13][N:8]2[CH:7]=1.[N-:17]=[N+:18]=[N-:19].[Na+]. The catalyst is O. The product is [Br:5][C:6]1[S:10][C:9]2=[N:11][C:12]([C:14]([N:17]=[N+:18]=[N-:19])=[O:16])=[CH:13][N:8]2[CH:7]=1. The yield is 0.800.